From a dataset of Forward reaction prediction with 1.9M reactions from USPTO patents (1976-2016). Predict the product of the given reaction. (1) Given the reactants [CH2:1]([N:8]1CCN(C2SC(C(O)=O)=C(C)N=2)C1=O)[C:2]1[CH:7]=[CH:6][CH:5]=[CH:4][CH:3]=1.[F:23][C:24]1[CH:45]=[CH:44][C:27]([CH2:28][N:29]2[CH2:33][CH2:32][N:31]([C:34]3[S:35][C:36]([C:40](O)=[O:41])=[C:37]([CH3:39])[N:38]=3)[C:30]2=[O:43])=[CH:26][CH:25]=1.C(N)C1C=CC=CC=1, predict the reaction product. The product is: [CH2:1]([NH:8][C:40]([C:36]1[S:35][C:34]([N:31]2[CH2:32][CH2:33][N:29]([CH2:28][C:27]3[CH:26]=[CH:25][C:24]([F:23])=[CH:45][CH:44]=3)[C:30]2=[O:43])=[N:38][C:37]=1[CH3:39])=[O:41])[C:2]1[CH:7]=[CH:6][CH:5]=[CH:4][CH:3]=1. (2) Given the reactants [C:1]([O:5][C:6]([N:8]1[CH2:13][CH2:12][CH:11]([NH:14][S:15]([C:18]2[C:27]3[CH2:26][CH2:25][CH2:24][CH2:23][C:22]=3[C:21]([C:28]#[N:29])=[CH:20][CH:19]=2)(=[O:17])=[O:16])[CH2:10][CH2:9]1)=[O:7])([CH3:4])([CH3:3])[CH3:2].C([OH:33])(C)C, predict the reaction product. The product is: [C:1]([O:5][C:6]([N:8]1[CH2:9][CH2:10][CH:11]([NH:14][S:15]([C:18]2[C:27]3[CH2:26][CH2:25][CH2:24][CH2:23][C:22]=3[C:21]([C:28](=[O:33])[NH2:29])=[CH:20][CH:19]=2)(=[O:17])=[O:16])[CH2:12][CH2:13]1)=[O:7])([CH3:4])([CH3:2])[CH3:3]. (3) Given the reactants C([N:4](C(C)C)CC)(C)C.Cl[C:11]1[N:16]=[C:15]([Cl:17])[N:14]=[C:13]([NH:18][C:19]2[NH:23][N:22]=[C:21]([CH:24]3[CH2:26][CH2:25]3)[CH:20]=2)[N:12]=1.F[C:28]1[N:33]=[CH:32][C:31]([NH:34][C:35]([C@:37]2([CH3:42])[CH2:41][CH2:40][CH2:39][NH:38]2)=[O:36])=C[CH:29]=1, predict the reaction product. The product is: [Cl:17][C:15]1[N:14]=[C:13]([NH:18][C:19]2[NH:23][N:22]=[C:21]([CH:24]3[CH2:26][CH2:25]3)[CH:20]=2)[N:12]=[C:11]([N:38]2[CH2:39][CH2:40][CH2:41][C@@:37]2([CH3:42])[C:35]([NH:34][C:31]2[CH:32]=[N:33][CH:28]=[CH:29][N:4]=2)=[O:36])[N:16]=1. (4) Given the reactants Cl[C:2]1[CH:3]=[C:4]([CH2:9][C:10]([N:12]2[C:20]3[C:15](=[CH:16][C:17]([S:21]([NH2:24])(=[O:23])=[O:22])=[CH:18][CH:19]=3)[CH2:14][CH2:13]2)=[O:11])C=C[C:7]=1[Cl:8].[NH:25]1C2C(=CC(S(N)(=O)=O)=CC=2)CC1.ClC1N=C(C(O)=O)C=CC=1, predict the reaction product. The product is: [Cl:8][C:7]1[N:25]=[C:9]([C:10]([N:12]2[C:20]3[C:15](=[CH:16][C:17]([S:21]([NH2:24])(=[O:23])=[O:22])=[CH:18][CH:19]=3)[CH2:14][CH2:13]2)=[O:11])[CH:4]=[CH:3][CH:2]=1.